This data is from Forward reaction prediction with 1.9M reactions from USPTO patents (1976-2016). The task is: Predict the product of the given reaction. (1) Given the reactants [C:1]([C:3]1[CH:11]=[CH:10][C:6]([C:7]([OH:9])=[O:8])=[C:5]([F:12])[CH:4]=1)#[N:2].CO.[CH3:15][Si](C=[N+]=[N-])(C)C.C(O)(=O)C, predict the reaction product. The product is: [CH3:15][O:8][C:7](=[O:9])[C:6]1[CH:10]=[CH:11][C:3]([C:1]#[N:2])=[CH:4][C:5]=1[F:12]. (2) Given the reactants C1COCC1.[CH2:6]([O:8][C:9](=[O:18])[C:10]([CH3:17])([CH3:16])[CH2:11][C:12](=[O:15])[CH2:13]Br)[CH3:7].[CH3:19][C:20]([SH:23])([CH3:22])[CH3:21].C(N(CC)CC)C, predict the reaction product. The product is: [CH2:6]([O:8][C:9](=[O:18])[C:10]([CH3:17])([CH3:16])[CH2:11][C:12](=[O:15])[CH2:13][S:23][C:20]([CH3:22])([CH3:21])[CH3:19])[CH3:7]. (3) The product is: [CH3:24][O:23][C:20]([C:15]1[C:14]([O:13][C:8]2[C:9]([CH3:12])=[N:10][C:11]3[C:6]([CH:7]=2)=[CH:5][CH:4]=[CH:3][C:2]=3[F:1])=[CH:19][CH:18]=[CH:17][N:16]=1)([CH3:21])[CH3:22]. Given the reactants [F:1][C:2]1[CH:3]=[CH:4][CH:5]=[C:6]2[C:11]=1[N:10]=[C:9]([CH3:12])[C:8]([O:13][C:14]1[C:15]([C:20]([OH:23])([CH3:22])[CH3:21])=[N:16][CH:17]=[CH:18][CH:19]=1)=[CH:7]2.[CH3:24]I.[H-].[Na+], predict the reaction product.